Dataset: Full USPTO retrosynthesis dataset with 1.9M reactions from patents (1976-2016). Task: Predict the reactants needed to synthesize the given product. (1) Given the product [O:4]=[C:5]1[CH2:6][CH:7]2[CH:11]([CH2:10][CH:9]([CH2:13][C:14]([O:16][CH2:17][CH3:18])=[O:15])[CH2:8]2)[CH2:12]1, predict the reactants needed to synthesize it. The reactants are: CC1(C)CO[C:5]2([CH2:12][CH:11]3[CH:7]([CH2:8][CH:9]([CH2:13][C:14]([O:16][CH2:17][CH3:18])=[O:15])[CH2:10]3)[CH2:6]2)[O:4]C1.O.C1(C)C=CC(S(O)(=O)=O)=CC=1.CCOC(C)=O. (2) Given the product [CH3:27][S:24]([CH2:23][CH:22]1[O:21][B:20]([OH:28])[C:19]2[CH:29]=[C:15]([O:14][CH:11]3[CH2:12][CH2:13][NH:8][CH2:9][CH2:10]3)[CH:16]=[CH:17][C:18]1=2)(=[O:26])=[O:25], predict the reactants needed to synthesize it. The reactants are: C(OC([N:8]1[CH2:13][CH2:12][CH:11]([O:14][C:15]2[CH:16]=[CH:17][C:18]3[CH:22]([CH2:23][S:24]([CH3:27])(=[O:26])=[O:25])[O:21][B:20]([OH:28])[C:19]=3[CH:29]=2)[CH2:10][CH2:9]1)=O)(C)(C)C.Cl.CCOCC. (3) Given the product [Br:1][C:2]1[CH:3]=[CH:4][C:5]([C:8]2[O:12][N:11]=[C:10]([CH3:13])[C:9]=2[CH2:14][NH:27][C:25]2[O:26][C:22]([C:16]3[CH:21]=[CH:20][CH:19]=[CH:18][CH:17]=3)=[N:23][N:24]=2)=[CH:6][CH:7]=1, predict the reactants needed to synthesize it. The reactants are: [Br:1][C:2]1[CH:7]=[CH:6][C:5]([C:8]2[O:12][N:11]=[C:10]([CH3:13])[C:9]=2[CH:14]=O)=[CH:4][CH:3]=1.[C:16]1([C:22]2[O:26][C:25]([NH2:27])=[N:24][N:23]=2)[CH:21]=[CH:20][CH:19]=[CH:18][CH:17]=1. (4) Given the product [F:38][C:35]1[CH:36]=[CH:37][C:32]([CH2:31][N:10]2[C@@H:6]3[C@@H:5]([CH2:9][CH2:8][CH2:7]3)[C:3]([OH:2])=[C:12]([C:13]3[NH:18][C:17]4[CH:19]=[CH:20][C:21]([NH:23][S:24]([CH3:27])(=[O:26])=[O:25])=[CH:22][C:16]=4[S:15](=[O:28])(=[O:29])[N:14]=3)[C:11]2=[O:30])=[CH:33][CH:34]=1, predict the reactants needed to synthesize it. The reactants are: C[O:2][C:3]([C@@H:5]1[CH2:9][CH2:8][CH2:7][C@@H:6]1[N:10]([CH2:31][C:32]1[CH:37]=[CH:36][C:35]([F:38])=[CH:34][CH:33]=1)[C:11](=[O:30])[CH2:12][C:13]1[NH:18][C:17]2[CH:19]=[CH:20][C:21]([NH:23][S:24]([CH3:27])(=[O:26])=[O:25])=[CH:22][C:16]=2[S:15](=[O:29])(=[O:28])[N:14]=1)=O.[O-]CC.[Na+]. (5) Given the product [C:1]([C:5]1[C:6]([OH:17])=[C:7]([CH:10]=[C:11]([C:13]([CH3:16])([CH3:15])[CH3:14])[CH:12]=1)[CH:8]=[N:22][NH:21][C:18]([NH2:20])=[NH:19])([CH3:4])([CH3:3])[CH3:2], predict the reactants needed to synthesize it. The reactants are: [C:1]([C:5]1[C:6]([OH:17])=[C:7]([CH:10]=[C:11]([C:13]([CH3:16])([CH3:15])[CH3:14])[CH:12]=1)[CH:8]=O)([CH3:4])([CH3:3])[CH3:2].[C:18]([NH:21][NH2:22])([NH2:20])=[NH:19].Cl. (6) Given the product [CH:14]1([C:17]2[NH:21][N:20]=[C:19]([NH:22][C:2]3[C:3]([N+:11]([O-:13])=[O:12])=[C:4]([CH:7]=[C:8]([F:10])[CH:9]=3)[C:5]#[N:6])[CH:18]=2)[CH2:16][CH2:15]1, predict the reactants needed to synthesize it. The reactants are: F[C:2]1[C:3]([N+:11]([O-:13])=[O:12])=[C:4]([CH:7]=[C:8]([F:10])[CH:9]=1)[C:5]#[N:6].[CH:14]1([C:17]2[NH:21][N:20]=[C:19]([NH2:22])[CH:18]=2)[CH2:16][CH2:15]1.CCN(C(C)C)C(C)C.